From a dataset of Peptide-MHC class II binding affinity with 134,281 pairs from IEDB. Regression. Given a peptide amino acid sequence and an MHC pseudo amino acid sequence, predict their binding affinity value. This is MHC class II binding data. (1) The peptide sequence is IAIAFLSVSNNYEYI. The binding affinity (normalized) is 0.898. The MHC is DRB1_0401 with pseudo-sequence DRB1_0401. (2) The peptide sequence is AYDTYKSIPSLEAAV. The MHC is DRB5_0101 with pseudo-sequence DRB5_0101. The binding affinity (normalized) is 0.570. (3) The peptide sequence is ITYVATATLPNYCRA. The MHC is HLA-DPA10103-DPB10301 with pseudo-sequence HLA-DPA10103-DPB10301. The binding affinity (normalized) is 0.493. (4) The MHC is HLA-DQA10201-DQB10202 with pseudo-sequence HLA-DQA10201-DQB10202. The peptide sequence is EVTMLYVVASPDLMT. The binding affinity (normalized) is 0.529. (5) The peptide sequence is ADNSLDYAANFSHML. The MHC is DRB5_0101 with pseudo-sequence DRB5_0101. The binding affinity (normalized) is 0.342. (6) The peptide sequence is PKYVKQNTLKLAT. The MHC is DRB3_0101 with pseudo-sequence DRB3_0101. The binding affinity (normalized) is 0.562. (7) The peptide sequence is AFKVAFTAANAAPAN. The MHC is DRB1_0701 with pseudo-sequence DRB1_0701. The binding affinity (normalized) is 0.758. (8) The peptide sequence is AAPEAARSLASSLPG. The MHC is HLA-DQA10301-DQB10302 with pseudo-sequence HLA-DQA10301-DQB10302. The binding affinity (normalized) is 0.503.